Dataset: Catalyst prediction with 721,799 reactions and 888 catalyst types from USPTO. Task: Predict which catalyst facilitates the given reaction. (1) Reactant: [F:1][C:2]1[C:3](Cl)=[N:4][C:5]([Cl:8])=[N:6][CH:7]=1.C(=O)([O-])[O-].[K+].[K+].[NH2:16][C@@H:17]1[CH2:21][CH2:20][CH2:19][C@@H:18]1[C:22]([OH:24])=[O:23]. Product: [Cl:8][C:5]1[N:4]=[C:3]([NH:16][C@@H:17]2[CH2:21][CH2:20][CH2:19][C@@H:18]2[C:22]([OH:24])=[O:23])[C:2]([F:1])=[CH:7][N:6]=1. The catalyst class is: 32. (2) Reactant: Cl.[Cl:2][C:3]1[CH:8]=[CH:7][CH:6]=[C:5]([Cl:9])[C:4]=1[NH:10][NH2:11].CN([CH:15]=[C:16]1[C:22]2[CH:23]=[N:24][CH:25]=[CH:26][C:21]=2[NH:20][C:19]2[N:27]=[CH:28][CH:29]=[CH:30][C:18]=2[C:17]1=O)C. Product: [Cl:2][C:3]1[CH:8]=[CH:7][CH:6]=[C:5]([Cl:9])[C:4]=1[N:10]1[CH:15]=[C:16]2[C:17]([C:18]3[CH:30]=[CH:29][CH:28]=[N:27][C:19]=3[NH:20][C:21]3[CH:26]=[CH:25][N:24]=[CH:23][C:22]=32)=[N:11]1. The catalyst class is: 8. (3) Reactant: [CH3:1][C:2]1[CH:7]=[CH:6][CH:5]=[C:4]([O:8][CH3:9])[C:3]=1[CH2:10]O.P(Br)(Br)[Br:13].C(=O)(O)[O-].[Na+]. Product: [Br:13][CH2:10][C:3]1[C:4]([O:8][CH3:9])=[CH:5][CH:6]=[CH:7][C:2]=1[CH3:1]. The catalyst class is: 4. (4) Reactant: [ClH:1].[OH:2][CH2:3][CH2:4][O:5][CH2:6][CH2:7][O:8][CH2:9][CH2:10][NH:11][C:12]([C:14]1[CH:19]=[CH:18][C:17]([C:20]2[CH:25]=[CH:24][CH:23]=[C:22]([CH2:26][C@H:27]([NH:42][C:43]([C@H:45]3[CH2:50][CH2:49][C@H:48]([CH2:51][NH:52]C(=O)OC(C)(C)C)[CH2:47][CH2:46]3)=[O:44])[C:28](=[O:41])[NH:29][C:30]3[CH:35]=[CH:34][C:33]([C:36]4[NH:40][N:39]=[N:38][N:37]=4)=[CH:32][CH:31]=3)[CH:21]=2)=[C:16]([CH3:60])[CH:15]=1)=[O:13].C(#N)C. Product: [ClH:1].[NH2:52][CH2:51][C@H:48]1[CH2:49][CH2:50][C@H:45]([C:43]([NH:42][C@H:27]([C:28](=[O:41])[NH:29][C:30]2[CH:35]=[CH:34][C:33]([C:36]3[NH:40][N:39]=[N:38][N:37]=3)=[CH:32][CH:31]=2)[CH2:26][C:22]2[CH:21]=[C:20]([C:17]3[CH:18]=[CH:19][C:14]([C:12]([NH:11][CH2:10][CH2:9][O:8][CH2:7][CH2:6][O:5][CH2:4][CH2:3][OH:2])=[O:13])=[CH:15][C:16]=3[CH3:60])[CH:25]=[CH:24][CH:23]=2)=[O:44])[CH2:46][CH2:47]1. The catalyst class is: 12. (5) Reactant: [I:1][CH3:2].[Cl:3][C:4]1[N:5]=[CH:6][N:7]([C:9]2[C:14]([F:15])=[CH:13][C:12]([NH:16][C:17]([NH2:19])=[S:18])=[CH:11][C:10]=2[F:20])[CH:8]=1. Product: [IH:1].[Cl:3][C:4]1[N:5]=[CH:6][N:7]([C:9]2[C:10]([F:20])=[CH:11][C:12]([NH:16][C:17]([S:18][CH3:2])=[NH:19])=[CH:13][C:14]=2[F:15])[CH:8]=1. The catalyst class is: 8. (6) Reactant: Cl[C:2]1[C:7]([C:8]([O:10][CH2:11][CH3:12])=[O:9])=[CH:6][N:5]=[C:4]2[N:13]([CH2:16][CH3:17])[N:14]=[CH:15][C:3]=12.C1(C)C=CC(S(O)(=O)=O)=CC=1.[NH2:29][C@H:30]1[CH2:34][CH2:33][O:32][CH2:31]1.C(N(CC)CC)C. Product: [CH2:16]([N:13]1[C:4]2=[N:5][CH:6]=[C:7]([C:8]([O:10][CH2:11][CH3:12])=[O:9])[C:2]([NH:29][C@H:30]3[CH2:34][CH2:33][O:32][CH2:31]3)=[C:3]2[CH:15]=[N:14]1)[CH3:17]. The catalyst class is: 8.